This data is from CYP2C9 inhibition data for predicting drug metabolism from PubChem BioAssay. The task is: Regression/Classification. Given a drug SMILES string, predict its absorption, distribution, metabolism, or excretion properties. Task type varies by dataset: regression for continuous measurements (e.g., permeability, clearance, half-life) or binary classification for categorical outcomes (e.g., BBB penetration, CYP inhibition). Dataset: cyp2c9_veith. (1) The molecule is COc1ccccc1CN1CCCC2(CCN(C(=O)c3csnn3)CC2)C1. The result is 0 (non-inhibitor). (2) The molecule is COc1ccc(CNc2cc(-c3ccccc3Cl)ncn2)c(OC)c1. The result is 0 (non-inhibitor).